From a dataset of Forward reaction prediction with 1.9M reactions from USPTO patents (1976-2016). Predict the product of the given reaction. Given the reactants C[O:2][C:3]([C:5]1[N:6]([CH3:26])[N:7]=[C:8]([O:10][CH2:11][C:12]2[C:13]([C:19]3[CH:24]=[CH:23][C:22]([Cl:25])=[CH:21][CH:20]=3)=[N:14][O:15][C:16]=2[CH2:17][OH:18])[CH:9]=1)=O.[CH:27]1([NH2:30])[CH2:29][CH2:28]1, predict the reaction product. The product is: [CH:27]1([NH:30][C:3]([C:5]2[N:6]([CH3:26])[N:7]=[C:8]([O:10][CH2:11][C:12]3[C:13]([C:19]4[CH:24]=[CH:23][C:22]([Cl:25])=[CH:21][CH:20]=4)=[N:14][O:15][C:16]=3[CH2:17][OH:18])[CH:9]=2)=[O:2])[CH2:29][CH2:28]1.